Dataset: Forward reaction prediction with 1.9M reactions from USPTO patents (1976-2016). Task: Predict the product of the given reaction. (1) Given the reactants [Si]([O:18][C:19]1[CH:48]=[CH:47][C:22]([O:23][CH2:24][C@@H:25]([OH:46])[CH2:26][NH:27][CH2:28][CH2:29][C:30]2[CH:35]=[CH:34][C:33]([NH:36][C:37]3[C:42]([N+:43]([O-:45])=[O:44])=[CH:41][CH:40]=[CH:39][N:38]=3)=[CH:32][CH:31]=2)=[CH:21][CH:20]=1)(C(C)(C)C)(C1C=CC=CC=1)C1C=CC=CC=1, predict the reaction product. The product is: [OH:46][C@@H:25]([CH2:26][NH:27][CH2:28][CH2:29][C:30]1[CH:35]=[CH:34][C:33]([NH:36][C:37]2[C:42]([N+:43]([O-:45])=[O:44])=[CH:41][CH:40]=[CH:39][N:38]=2)=[CH:32][CH:31]=1)[CH2:24][O:23][C:22]1[CH:47]=[CH:48][C:19]([OH:18])=[CH:20][CH:21]=1. (2) Given the reactants [C:1]([C:3]1[CH:4]=[C:5]([N:9]([NH:17][CH2:18][CH2:19][CH3:20])[C:10]([O:12][C:13]([CH3:16])([CH3:15])[CH3:14])=[O:11])[CH:6]=[CH:7][CH:8]=1)#[N:2].[I:21][C:22]1[CH:27]=[CH:26][C:25]([N:28]=[C:29]=[O:30])=[CH:24][CH:23]=1, predict the reaction product. The product is: [C:1]([C:3]1[CH:4]=[C:5]([N:9]([N:17]([C:29]([NH:28][C:25]2[CH:26]=[CH:27][C:22]([I:21])=[CH:23][CH:24]=2)=[O:30])[CH2:18][CH2:19][CH3:20])[C:10]([O:12][C:13]([CH3:14])([CH3:15])[CH3:16])=[O:11])[CH:6]=[CH:7][CH:8]=1)#[N:2].